Regression. Given two drug SMILES strings and cell line genomic features, predict the synergy score measuring deviation from expected non-interaction effect. From a dataset of NCI-60 drug combinations with 297,098 pairs across 59 cell lines. (1) Drug 1: CNC(=O)C1=CC=CC=C1SC2=CC3=C(C=C2)C(=NN3)C=CC4=CC=CC=N4. Drug 2: CS(=O)(=O)OCCCCOS(=O)(=O)C. Cell line: MOLT-4. Synergy scores: CSS=52.6, Synergy_ZIP=-0.0663, Synergy_Bliss=2.47, Synergy_Loewe=-5.53, Synergy_HSA=3.03. (2) Drug 1: CS(=O)(=O)CCNCC1=CC=C(O1)C2=CC3=C(C=C2)N=CN=C3NC4=CC(=C(C=C4)OCC5=CC(=CC=C5)F)Cl. Drug 2: CCN(CC)CCCC(C)NC1=C2C=C(C=CC2=NC3=C1C=CC(=C3)Cl)OC. Cell line: HOP-92. Synergy scores: CSS=32.1, Synergy_ZIP=-12.5, Synergy_Bliss=-7.41, Synergy_Loewe=-3.57, Synergy_HSA=-1.12. (3) Drug 1: CNC(=O)C1=CC=CC=C1SC2=CC3=C(C=C2)C(=NN3)C=CC4=CC=CC=N4. Drug 2: C1=NC2=C(N1)C(=S)N=CN2. Cell line: HOP-92. Synergy scores: CSS=-5.71, Synergy_ZIP=-10.1, Synergy_Bliss=-25.9, Synergy_Loewe=-36.7, Synergy_HSA=-26.5. (4) Drug 1: C1=CC(=CC=C1C#N)C(C2=CC=C(C=C2)C#N)N3C=NC=N3. Drug 2: CS(=O)(=O)OCCCCOS(=O)(=O)C. Cell line: UO-31. Synergy scores: CSS=1.86, Synergy_ZIP=0.270, Synergy_Bliss=1.07, Synergy_Loewe=-0.932, Synergy_HSA=-1.15. (5) Drug 1: CC1=C(C(=O)C2=C(C1=O)N3CC4C(C3(C2COC(=O)N)OC)N4)N. Drug 2: CC1C(C(CC(O1)OC2CC(CC3=C2C(=C4C(=C3O)C(=O)C5=CC=CC=C5C4=O)O)(C(=O)C)O)N)O. Cell line: KM12. Synergy scores: CSS=36.9, Synergy_ZIP=0.820, Synergy_Bliss=3.23, Synergy_Loewe=-14.5, Synergy_HSA=2.97. (6) Drug 2: C1=NC2=C(N1)C(=S)N=CN2. Drug 1: COC1=C(C=C2C(=C1)N=CN=C2NC3=CC(=C(C=C3)F)Cl)OCCCN4CCOCC4. Synergy scores: CSS=60.0, Synergy_ZIP=-7.19, Synergy_Bliss=-3.27, Synergy_Loewe=-3.06, Synergy_HSA=-0.319. Cell line: OVCAR-5.